This data is from Full USPTO retrosynthesis dataset with 1.9M reactions from patents (1976-2016). The task is: Predict the reactants needed to synthesize the given product. Given the product [CH2:1]([N:8]1[CH:12]=[C:11]([CH2:13][CH2:14][CH2:15][CH2:16][CH2:17][C:18]([OH:21])=[O:19])[N:10]=[N:9]1)[C:2]1[CH:7]=[CH:6][CH:5]=[CH:4][CH:3]=1, predict the reactants needed to synthesize it. The reactants are: [CH2:1]([N:8]1[CH:12]=[C:11]([CH2:13][CH2:14][CH2:15][CH2:16][CH2:17][CH2:18][OH:19])[N:10]=[N:9]1)[C:2]1[CH:7]=[CH:6][CH:5]=[CH:4][CH:3]=1.I([O-])(=O)(=O)=[O:21].[Na+].C(#N)C.